Dataset: Forward reaction prediction with 1.9M reactions from USPTO patents (1976-2016). Task: Predict the product of the given reaction. Given the reactants [OH:1][C:2]1[CH:11]=[C:10]2[C:5]([C:6]([O:12][C:13]3[CH:18]=[CH:17][C:16]([O:19][CH3:20])=[CH:15][C:14]=3[C:21](=[O:23])[CH3:22])=[CH:7][CH:8]=[N:9]2)=[CH:4][C:3]=1[O:24][CH3:25].Br[CH2:27][CH2:28][CH2:29][Cl:30].C(=O)([O-])[O-].[K+].[K+].O, predict the reaction product. The product is: [Cl:30][CH2:29][CH2:28][CH2:27][O:1][C:2]1[CH:11]=[C:10]2[C:5]([C:6]([O:12][C:13]3[CH:18]=[CH:17][C:16]([O:19][CH3:20])=[CH:15][C:14]=3[C:21](=[O:23])[CH3:22])=[CH:7][CH:8]=[N:9]2)=[CH:4][C:3]=1[O:24][CH3:25].